From a dataset of Reaction yield outcomes from USPTO patents with 853,638 reactions. Predict the reaction yield, written as a fraction of the theoretical maximum amount of product (1.0 means a 100% yield; for example, 0.34 means a 34% yield). (1) The yield is 0.510. The product is [NH2:1][C:2]1[N:7]=[C:6]2[CH2:21][O:20][CH2:19][C:5]2=[N:4][C:3]=1[C:10]([O:12][CH3:13])=[O:11]. The catalyst is C1C=CC(/C=C/C(/C=C/C2C=CC=CC=2)=O)=CC=1.C1C=CC(/C=C/C(/C=C/C2C=CC=CC=2)=O)=CC=1.C1C=CC(/C=C/C(/C=C/C2C=CC=CC=2)=O)=CC=1.[Pd].[Pd].O1CCOCC1. The reactants are [NH2:1][C:2]1[C:3]([C:10]([O:12][CH3:13])=[O:11])=[N:4][C:5](Cl)=[C:6](Cl)[N:7]=1.C([Sn](CCCC)(CCCC)[CH2:19][O:20][CH2:21][Sn](CCCC)(CCCC)CCCC)CCC.CC(C1C=C(C(C)C)C(C2C=CC=CC=2P(C2CCCCC2)C2CCCCC2)=C(C(C)C)C=1)C. (2) The reactants are C(O)(C(F)(F)F)=O.[NH2:8][C:9](=[O:44])[CH2:10][C:11]1[CH:43]=[CH:42][CH:41]=[CH:40][C:12]=1[CH2:13][CH2:14][C:15]1[C:20]([CH3:21])=[CH:19][N:18]=[C:17]([NH:22][C:23]2[CH:28]=[CH:27][C:26]([CH:29]3[CH2:32][N:31](C(OC(C)(C)C)=O)[CH2:30]3)=[CH:25][CH:24]=2)[N:16]=1. The catalyst is C(Cl)Cl. The product is [NH:31]1[CH2:32][CH:29]([C:26]2[CH:25]=[CH:24][C:23]([NH:22][C:17]3[N:16]=[C:15]([CH2:14][CH2:13][C:12]4[CH:40]=[CH:41][CH:42]=[CH:43][C:11]=4[CH2:10][C:9]([NH2:8])=[O:44])[C:20]([CH3:21])=[CH:19][N:18]=3)=[CH:28][CH:27]=2)[CH2:30]1. The yield is 0.100. (3) The reactants are Br[C:2]1[C:7]([O:8][CH3:9])=[CH:6][C:5]([CH2:10][OH:11])=[CH:4][C:3]=1[O:12][CH3:13].O1C=CCCC1.O.C1(C)C=CC(S(O)(=O)=O)=CC=1.[B:32](OC(C)C)([O:37]C(C)C)[O:33]C(C)C.Cl. The catalyst is O1CCCC1. The product is [OH:11][CH2:10][C:5]1[CH:6]=[C:7]([O:8][CH3:9])[C:2]([B:32]([OH:37])[OH:33])=[C:3]([O:12][CH3:13])[CH:4]=1. The yield is 0.502. (4) The catalyst is O1CCCC1. The product is [Cl:9][C:5]1[C:6]([F:8])=[CH:7][C:2]([B:20]2[O:24][C:23]([CH3:26])([CH3:25])[C:22]([CH3:28])([CH3:27])[O:21]2)=[C:3]([F:10])[CH:4]=1. The yield is 0.723. The reactants are Br[C:2]1[CH:7]=[C:6]([F:8])[C:5]([Cl:9])=[CH:4][C:3]=1[F:10].C([Mg]Cl)(C)C.C(O[B:20]1[O:24][C:23]([CH3:26])([CH3:25])[C:22]([CH3:28])([CH3:27])[O:21]1)(C)C.C(OCC)C. (5) The product is [Br:16][C:17]1[CH:22]=[CH:21][C:20]([C:6]2[C:7]3[C:12]4[C:3]([CH2:2][CH2:1][C:11]=4[CH:10]=[CH:9][CH:8]=3)=[CH:4][CH:5]=2)=[CH:19][CH:18]=1. The catalyst is C1C=CC([P]([Pd]([P](C2C=CC=CC=2)(C2C=CC=CC=2)C2C=CC=CC=2)([P](C2C=CC=CC=2)(C2C=CC=CC=2)C2C=CC=CC=2)[P](C2C=CC=CC=2)(C2C=CC=CC=2)C2C=CC=CC=2)(C2C=CC=CC=2)C2C=CC=CC=2)=CC=1.C1(C)C=CC=CC=1. The reactants are [CH2:1]1[C:11]2=[C:12]3[C:7](=[CH:8][CH:9]=[CH:10]2)[C:6](B(O)O)=[CH:5][CH:4]=[C:3]3[CH2:2]1.[Br:16][C:17]1[CH:22]=[CH:21][C:20](I)=[CH:19][CH:18]=1.C(=O)([O-])[O-].[Na+].[Na+]. The yield is 1.00. (6) The product is [Cl:1][C:2]1[C:10]([O:11][CH2:12][O:13][CH3:14])=[CH:9][C:8]([I:34])=[C:7]2[C:3]=1[CH:4]([OH:25])[N:5]([C:16]([CH3:17])([C:18]1[CH:19]=[CH:20][CH:21]=[CH:22][CH:23]=1)[CH3:24])[C:6]2=[O:15]. The yield is 0.960. The catalyst is C1COCC1. The reactants are [Cl:1][C:2]1[C:10]([O:11][CH2:12][O:13][CH3:14])=[CH:9][CH:8]=[C:7]2[C:3]=1[CH:4]([OH:25])[N:5]([C:16]([CH3:24])([C:18]1[CH:23]=[CH:22][CH:21]=[CH:20][CH:19]=1)[CH3:17])[C:6]2=[O:15].CN(CCN(C)C)C.[I:34]I.